From a dataset of Catalyst prediction with 721,799 reactions and 888 catalyst types from USPTO. Predict which catalyst facilitates the given reaction. (1) Reactant: [Cl:1][C:2]1[N:3]=[C:4]([C:9]([OH:11])=O)[NH:5][C:6]=1[CH2:7][CH3:8].S(Cl)(Cl)=O.[NH2:16][C:17]1[CH:37]=[CH:36][C:20]2[N:21]([CH2:25][C:26]3[CH:35]=[CH:34][C:29]([C:30]([O:32][CH3:33])=[O:31])=[CH:28][CH:27]=3)[CH2:22][CH2:23][O:24][C:19]=2[CH:18]=1. Product: [Cl:1][C:2]1[N:3]=[C:4]([C:9]([NH:16][C:17]2[CH:37]=[CH:36][C:20]3[N:21]([CH2:25][C:26]4[CH:35]=[CH:34][C:29]([C:30]([O:32][CH3:33])=[O:31])=[CH:28][CH:27]=4)[CH2:22][CH2:23][O:24][C:19]=3[CH:18]=2)=[O:11])[NH:5][C:6]=1[CH2:7][CH3:8]. The catalyst class is: 17. (2) The catalyst class is: 4. Reactant: CO[C:3]([C:5]1[N:6]([CH2:31][CH:32]=O)[CH:7]=[C:8]([C:20](=[O:30])[NH:21][CH2:22][C:23]2[CH:28]=[CH:27][C:26]([F:29])=[CH:25][CH:24]=2)[C:9](=[O:19])[C:10]=1[O:11][CH2:12][C:13]1[CH:18]=[CH:17][CH:16]=[CH:15][CH:14]=1)=[O:4].[NH2:34][C@@H:35]([CH3:45])[CH2:36][CH2:37][NH:38][CH:39]1[CH2:44][CH2:43][S:42][CH2:41][CH2:40]1.C(O)(=O)C. Product: [F:29][C:26]1[CH:25]=[CH:24][C:23]([CH2:22][NH:21][C:20]([C:8]2[C:9](=[O:19])[C:10]([O:11][CH2:12][C:13]3[CH:18]=[CH:17][CH:16]=[CH:15][CH:14]=3)=[C:5]3[C:3](=[O:4])[N:34]4[C@@H:35]([CH3:45])[CH2:36][CH2:37][N:38]([CH:39]5[CH2:44][CH2:43][S:42][CH2:41][CH2:40]5)[C@@H:32]4[CH2:31][N:6]3[CH:7]=2)=[O:30])=[CH:28][CH:27]=1. (3) Reactant: [F:1][C:2]([F:12])([F:11])[C:3]1[CH:10]=[CH:9][C:6]([CH:7]=O)=[CH:5][CH:4]=1.S([O-])([O-])(=O)=O.[Mg+2].[NH2:19][C:20]1[CH:28]=[CH:27][CH:26]=[C:25]2[C:21]=1[CH2:22][O:23][C:24]2=[O:29]. Product: [F:1][C:2]([F:12])([F:11])[C:3]1[CH:10]=[CH:9][C:6](/[CH:7]=[N:19]/[C:20]2[CH:28]=[CH:27][CH:26]=[C:25]3[C:21]=2[CH2:22][O:23][C:24]3=[O:29])=[CH:5][CH:4]=1. The catalyst class is: 10. (4) Reactant: [F:1][C:2]1[CH:7]=[C:6](I)[CH:5]=[CH:4][C:3]=1[N:9]1[CH:14]=[C:13]([O:15][CH3:16])[C:12](=[O:17])[C:11]([C:18]2[N:22]([C:23]3[CH:28]=[CH:27][CH:26]=[CH:25][CH:24]=3)[N:21]=[CH:20][CH:19]=2)=[N:10]1.Cl.[CH3:30][C:31]1([OH:37])[CH2:36][CH2:35][NH:34][CH2:33][CH2:32]1.CC(C)([O-])C.[Na+].CC1(C)C2C(=C(P(C3C=CC=CC=3)C3C=CC=CC=3)C=CC=2)OC2C(P(C3C=CC=CC=3)C3C=CC=CC=3)=CC=CC1=2.C([O-])(O)=O.[Na+]. Product: [F:1][C:2]1[CH:7]=[C:6]([N:34]2[CH2:35][CH2:36][C:31]([OH:37])([CH3:30])[CH2:32][CH2:33]2)[CH:5]=[CH:4][C:3]=1[N:9]1[CH:14]=[C:13]([O:15][CH3:16])[C:12](=[O:17])[C:11]([C:18]2[N:22]([C:23]3[CH:28]=[CH:27][CH:26]=[CH:25][CH:24]=3)[N:21]=[CH:20][CH:19]=2)=[N:10]1. The catalyst class is: 62.